Dataset: Reaction yield outcomes from USPTO patents with 853,638 reactions. Task: Predict the reaction yield, written as a fraction of the theoretical maximum amount of product (1.0 means a 100% yield; for example, 0.34 means a 34% yield). (1) The reactants are [CH3:1][O:2][C:3]1[CH:8]=[CH:7][C:6]([CH:9]2[C:18]3[C:13](=[CH:14][C:15]([O:19][CH2:20][CH2:21][CH2:22][N:23]4[CH2:28][CH2:27][CH2:26][CH2:25][CH2:24]4)=[CH:16][CH:17]=3)[CH2:12][NH:11][CH2:10]2)=[CH:5][CH:4]=1.C(O)(=O)C.C(O[C:36]1(O[Si](C)(C)C)[CH2:38][CH2:37]1)C.[BH3-]C#N.[Na+]. The catalyst is CO.CCOC(C)=O. The product is [CH:36]1([N:11]2[CH2:10][CH:9]([C:6]3[CH:5]=[CH:4][C:3]([O:2][CH3:1])=[CH:8][CH:7]=3)[C:18]3[C:13](=[CH:14][C:15]([O:19][CH2:20][CH2:21][CH2:22][N:23]4[CH2:28][CH2:27][CH2:26][CH2:25][CH2:24]4)=[CH:16][CH:17]=3)[CH2:12]2)[CH2:38][CH2:37]1. The yield is 0.150. (2) The reactants are [N:1]1[CH:6]=[C:5]([CH2:7][C:8](OCC)=[O:9])[CH:4]=[N:3][CH:2]=1.[BH4-].[Na+]. The product is [N:1]1[CH:6]=[C:5]([CH2:7][CH2:8][OH:9])[CH:4]=[N:3][CH:2]=1. The catalyst is C(O)C. The yield is 0.300. (3) The reactants are [F:1][C:2]1[CH:7]=[CH:6][C:5]([C:8]2([CH2:14][O:15][CH2:16][C:17]3[O:21][N:20]=[C:19]([C:22]4[CH:39]=[CH:38][C:25]([CH2:26][N:27]5[CH2:30][CH:29]([C:31]([O:33]C(C)(C)C)=[O:32])[CH2:28]5)=[CH:24][CH:23]=4)[N:18]=3)[CH2:13][CH2:12][CH2:11][CH2:10][CH2:9]2)=[CH:4][CH:3]=1.CCOCC. The catalyst is FC(F)(F)C(O)=O. The product is [F:1][C:2]1[CH:7]=[CH:6][C:5]([C:8]2([CH2:14][O:15][CH2:16][C:17]3[O:21][N:20]=[C:19]([C:22]4[CH:23]=[CH:24][C:25]([CH2:26][N:27]5[CH2:30][CH:29]([C:31]([OH:33])=[O:32])[CH2:28]5)=[CH:38][CH:39]=4)[N:18]=3)[CH2:13][CH2:12][CH2:11][CH2:10][CH2:9]2)=[CH:4][CH:3]=1. The yield is 0.630. (4) The reactants are [CH3:1][CH:2]1[CH2:5][N:4]([C:6]2[CH:7]=[CH:8][C:9]([N+:12]([O-])=O)=[N:10][CH:11]=2)[CH2:3]1. The catalyst is C(O)C.C(OCC)(=O)C. The product is [CH3:1][CH:2]1[CH2:5][N:4]([C:6]2[CH:7]=[CH:8][C:9]([NH2:12])=[N:10][CH:11]=2)[CH2:3]1. The yield is 1.00. (5) The yield is 0.420. The product is [NH2:12][C:6]1[CH:7]=[CH:8][C:9]([O:10][CH3:11])=[C:4]([C:36]2[CH:35]=[CH:34][CH:33]=[C:32]([C:38](=[O:40])[CH3:39])[CH:37]=2)[CH:5]=1. The reactants are N#N.I[C:4]1[CH:5]=[C:6]([NH2:12])[CH:7]=[CH:8][C:9]=1[O:10][CH3:11].C(=O)([O-])[O-].[K+].[K+].[C:32]1(P([C:32]2[CH:37]=[CH:36][CH:35]=[CH:34][CH:33]=2)[C:32]2[CH:37]=[CH:36][CH:35]=[CH:34][CH:33]=2)[CH:37]=[CH:36][CH:35]=[CH:34][CH:33]=1.[CH2:38]([OH:40])[CH3:39]. The catalyst is C([O-])(=O)C.[Pd+2].C([O-])(=O)C.O1CCOCC1. (6) The yield is 0.650. No catalyst specified. The product is [Cl:25][C:2]1[N:7]2[N:8]=[C:9]([C:11]3[CH:16]=[CH:15][CH:14]=[CH:13][CH:12]=3)[CH:10]=[C:6]2[N:5]=[C:4]([CH3:17])[C:3]=1[CH2:18][C:19]([O:21][CH3:22])=[O:20]. The reactants are O[C:2]1[N:7]2[N:8]=[C:9]([C:11]3[CH:16]=[CH:15][CH:14]=[CH:13][CH:12]=3)[CH:10]=[C:6]2[N:5]=[C:4]([CH3:17])[C:3]=1[CH2:18][C:19]([O:21][CH3:22])=[O:20].P(Cl)(Cl)([Cl:25])=O.CN(C)C1C=CC=CC=1. (7) The reactants are [CH2:1]([N:3]([CH3:22])[CH2:4][C:5]([N:7]1[C:16]2[C:11](=[CH:12][C:13]([O:20][CH3:21])=[C:14]([N+:17]([O-])=O)[CH:15]=2)[CH2:10][CH2:9][CH2:8]1)=[O:6])[CH3:2]. The catalyst is [Pd].CO. The product is [CH2:1]([N:3]([CH2:4][C:5]([N:7]1[C:16]2[C:11](=[CH:12][C:13]([O:20][CH3:21])=[C:14]([NH2:17])[CH:15]=2)[CH2:10][CH2:9][CH2:8]1)=[O:6])[CH3:22])[CH3:2]. The yield is 0.640. (8) The reactants are Cl[C:2]1[CH:3]=[CH:4][C:5]2[N:6]([C:8]([C:11]([F:14])([F:13])[F:12])=[N:9][N:10]=2)[N:7]=1.[C:15]1([CH:21]2[CH2:26][CH2:25][CH2:24][NH:23][CH2:22]2)[CH:20]=[CH:19][CH:18]=[CH:17][CH:16]=1.CCN(C(C)C)C(C)C. The catalyst is CCO. The product is [C:15]1([CH:21]2[CH2:26][CH2:25][CH2:24][N:23]([C:2]3[CH:3]=[CH:4][C:5]4[N:6]([C:8]([C:11]([F:14])([F:13])[F:12])=[N:9][N:10]=4)[N:7]=3)[CH2:22]2)[CH:20]=[CH:19][CH:18]=[CH:17][CH:16]=1. The yield is 0.610. (9) The reactants are CC1N=C(N2C(=O)N(CC3C=CC(C(F)(F)F)=CC=3)N=C2)SC=1C(O)=O.[F:27][C:28]1[CH:49]=[CH:48][C:31]([CH2:32][N:33]2[C:37](=[O:38])[N:36]([C:39]3[S:40][C:41]([C:45](O)=[O:46])=[C:42]([CH3:44])[N:43]=3)[CH:35]=[N:34]2)=[CH:30][CH:29]=1.[CH3:50][N:51]1[CH:55]=[C:54]([CH2:56][NH2:57])[CH:53]=[N:52]1. No catalyst specified. The product is [F:27][C:28]1[CH:29]=[CH:30][C:31]([CH2:32][N:33]2[C:37](=[O:38])[N:36]([C:39]3[S:40][C:41]([C:45]([NH:57][CH2:56][C:54]4[CH:53]=[N:52][N:51]([CH3:50])[CH:55]=4)=[O:46])=[C:42]([CH3:44])[N:43]=3)[CH:35]=[N:34]2)=[CH:48][CH:49]=1. The yield is 0.630.